This data is from Reaction yield outcomes from USPTO patents with 853,638 reactions. The task is: Predict the reaction yield, written as a fraction of the theoretical maximum amount of product (1.0 means a 100% yield; for example, 0.34 means a 34% yield). (1) The catalyst is C1COCC1. The product is [C:38]([O:42][C:43]([NH:45][CH:46]([C:50]([F:51])([F:52])[F:53])[C:47]([NH:1][CH2:2][C:3]1[CH:4]=[CH:5][C:6]([C:34]([F:36])([F:37])[F:35])=[C:7]([NH:9][C:10]2[NH:14][C:13]3[CH:15]=[C:16]([O:32][CH3:33])[C:17]([C:19]([NH:21][C@H:22]4[CH2:27][CH2:26][C@H:25]([C:28]([F:29])([F:30])[F:31])[CH2:24][CH2:23]4)=[O:20])=[CH:18][C:12]=3[N:11]=2)[CH:8]=1)=[O:48])=[O:44])([CH3:41])([CH3:39])[CH3:40]. The reactants are [NH2:1][CH2:2][C:3]1[CH:4]=[CH:5][C:6]([C:34]([F:37])([F:36])[F:35])=[C:7]([NH:9][C:10]2[NH:14][C:13]3[CH:15]=[C:16]([O:32][CH3:33])[C:17]([C:19]([NH:21][C@H:22]4[CH2:27][CH2:26][C@H:25]([C:28]([F:31])([F:30])[F:29])[CH2:24][CH2:23]4)=[O:20])=[CH:18][C:12]=3[N:11]=2)[CH:8]=1.[C:38]([O:42][C:43]([NH:45][CH:46]([C:50]([F:53])([F:52])[F:51])[C:47](O)=[O:48])=[O:44])([CH3:41])([CH3:40])[CH3:39].CN(C(ON1N=NC2C=CC=CC1=2)=[N+](C)C)C.[B-](F)(F)(F)F. The yield is 0.700. (2) The reactants are [F:1][C:2]([F:25])([F:24])[C:3]([C:9]1[CH:14]=[CH:13][CH:12]=[C:11](B2OC(C)(C)C(C)(C)O2)[CH:10]=1)([OH:8])[C:4]([F:7])([F:6])[F:5].Cl[C:27]1[N:32]=[C:31]([NH:33][C:34]([C:36]2([C:39]3[CH:49]=[CH:48][C:42]4[O:43][C:44]([F:47])([F:46])[O:45][C:41]=4[CH:40]=3)[CH2:38][CH2:37]2)=[O:35])[CH:30]=[CH:29][C:28]=1[CH3:50]. The catalyst is COCCOC.C([O-])([O-])=O.[Na+].[Na+].C1C=CC([P]([Pd]([P](C2C=CC=CC=2)(C2C=CC=CC=2)C2C=CC=CC=2)([P](C2C=CC=CC=2)(C2C=CC=CC=2)C2C=CC=CC=2)[P](C2C=CC=CC=2)(C2C=CC=CC=2)C2C=CC=CC=2)(C2C=CC=CC=2)C2C=CC=CC=2)=CC=1. The product is [F:47][C:44]1([F:46])[O:43][C:42]2[CH:48]=[CH:49][C:39]([C:36]3([C:34]([NH:33][C:31]4[CH:30]=[CH:29][C:28]([CH3:50])=[C:27]([C:11]5[CH:12]=[CH:13][CH:14]=[C:9]([C:3]([OH:8])([C:4]([F:6])([F:5])[F:7])[C:2]([F:1])([F:25])[F:24])[CH:10]=5)[N:32]=4)=[O:35])[CH2:38][CH2:37]3)=[CH:40][C:41]=2[O:45]1. The yield is 0.800. (3) The reactants are FC(F)(F)C(O)=O.C(OC(=O)[NH:14][C:15]1[CH:27]=[CH:26][C:25]2[C:24]3[C:19](=[CH:20][C:21]([NH:28][C:29](=[O:33])[CH2:30][CH2:31][CH3:32])=[CH:22][CH:23]=3)[CH2:18][C:17]=2[CH:16]=1)(C)(C)C. The catalyst is ClCCl. The product is [NH2:14][C:15]1[CH:16]=[C:17]2[C:25]([C:24]3[CH:23]=[CH:22][C:21]([NH:28][C:29](=[O:33])[CH2:30][CH2:31][CH3:32])=[CH:20][C:19]=3[CH2:18]2)=[CH:26][CH:27]=1. The yield is 0.950. (4) The reactants are [C@H:1]1([NH:11][C:12]2[O:13][CH2:14][C:15]3[CH:21]=[C:20]([NH2:22])[CH:19]=[CH:18][C:16]=3[N:17]=2)[C:10]2[C:5](=[CH:6][CH:7]=[CH:8][CH:9]=2)[CH2:4][CH2:3][CH2:2]1.[CH3:23][N:24]1[CH2:29][CH2:28][N:27]([S:30](Cl)(=[O:32])=[O:31])[CH2:26][CH2:25]1. No catalyst specified. The product is [C@H:1]1([NH:11][C:12]2[O:13][CH2:14][C:15]3[CH:21]=[C:20]([NH:22][S:30]([N:27]4[CH2:28][CH2:29][N:24]([CH3:23])[CH2:25][CH2:26]4)(=[O:32])=[O:31])[CH:19]=[CH:18][C:16]=3[N:17]=2)[C:10]2[C:5](=[CH:6][CH:7]=[CH:8][CH:9]=2)[CH2:4][CH2:3][CH2:2]1. The yield is 0.610. (5) The reactants are [CH2:1]([O:8][C:9]1[CH:14]=[CH:13][C:12]([C:15]2[NH:34][C:18]3=[N:19][C:20]([CH:23](C(OCC)=O)[C:24]([O:26]CC)=[O:25])=[CH:21][CH:22]=[C:17]3[N:16]=2)=[CH:11][CH:10]=1)[C:2]1[CH:7]=[CH:6][CH:5]=[CH:4][CH:3]=1.[OH-].[Na+]. The catalyst is CCO. The product is [CH2:1]([O:8][C:9]1[CH:14]=[CH:13][C:12]([C:15]2[NH:34][C:18]3=[N:19][C:20]([CH2:23][C:24]([OH:26])=[O:25])=[CH:21][CH:22]=[C:17]3[N:16]=2)=[CH:11][CH:10]=1)[C:2]1[CH:3]=[CH:4][CH:5]=[CH:6][CH:7]=1. The yield is 0.640. (6) The reactants are [OH:1][C:2]1[CH:3]=[C:4]([CH:7]=[CH:8][C:9]=1[O:10][CH3:11])[CH:5]=O.[C:12]([O:20][CH2:21][CH3:22])(=[O:19])[CH2:13][C:14]([O:16][CH2:17][CH3:18])=[O:15]. No catalyst specified. The product is [OH:1][C:2]1[CH:3]=[C:4]([CH:5]=[C:13]([C:14]([O:16][CH2:17][CH3:18])=[O:15])[C:12]([O:20][CH2:21][CH3:22])=[O:19])[CH:7]=[CH:8][C:9]=1[O:10][CH3:11]. The yield is 0.800.